This data is from Forward reaction prediction with 1.9M reactions from USPTO patents (1976-2016). The task is: Predict the product of the given reaction. (1) Given the reactants C[O:2][C:3]([C:5]1[S:27][C:8]2[N:9]=[CH:10][N:11]=[C:12]([NH:13][C:14]3[C:15]([O:20][CH:21]4[CH2:26][CH2:25][O:24][CH2:23][CH2:22]4)=[N:16][CH:17]=[CH:18][CH:19]=3)[C:7]=2[C:6]=1[CH3:28])=[O:4].[OH-].[Li+].[OH-].[Na+], predict the reaction product. The product is: [CH3:28][C:6]1[C:7]2[C:12]([NH:13][C:14]3[C:15]([O:20][CH:21]4[CH2:22][CH2:23][O:24][CH2:25][CH2:26]4)=[N:16][CH:17]=[CH:18][CH:19]=3)=[N:11][CH:10]=[N:9][C:8]=2[S:27][C:5]=1[C:3]([OH:4])=[O:2]. (2) Given the reactants [Cl:1][C:2]1[N:6]([CH3:7])[N:5]=[CH:4][C:3]=1[CH:8]=O.[CH3:10][C:11]([S@@:14]([NH2:16])=[O:15])([CH3:13])[CH3:12], predict the reaction product. The product is: [Cl:1][C:2]1[N:6]([CH3:7])[N:5]=[CH:4][C:3]=1/[CH:8]=[N:16]/[S@:14]([C:11]([CH3:13])([CH3:12])[CH3:10])=[O:15]. (3) Given the reactants [CH3:1][CH:2]([CH2:23][NH2:24])[C:3]([N:5]([CH2:10][C:11]1[CH:21]=[C:20]([Cl:22])[C:14]2[O:15][CH2:16][CH2:17][CH2:18][O:19][C:13]=2[CH:12]=1)[CH2:6][CH:7]([CH3:9])[CH3:8])=[O:4].[N+:25]([C:28]1[CH:29]=[C:30]([CH:33]=[CH:34][CH:35]=1)C=O)([O-:27])=[O:26].[C:36](O)(=O)C.C(O[BH-](OC(=O)C)OC(=O)C)(=O)C.[Na+], predict the reaction product. The product is: [CH3:1][CH:2]([CH2:23][NH:24][CH2:36][C:29]1[CH:30]=[CH:33][CH:34]=[CH:35][C:28]=1[N+:25]([O-:27])=[O:26])[C:3]([N:5]([CH2:10][C:11]1[CH:21]=[C:20]([Cl:22])[C:14]2[O:15][CH2:16][CH2:17][CH2:18][O:19][C:13]=2[CH:12]=1)[CH2:6][CH:7]([CH3:8])[CH3:9])=[O:4]. (4) Given the reactants Cl[C:2]1[N:3]=[C:4]([N:17]2[CH2:22][CH2:21][O:20][CH2:19][CH2:18]2)[C:5]2[S:10][C:9]([CH2:11][N:12]([CH3:16])[C:13](=[O:15])[CH3:14])=[CH:8][C:6]=2[N:7]=1.[CH3:23][O:24][C:25]1[N:30]=[C:29]([O:31][CH3:32])[C:28](B2OC(C)(C)C(C)(C)O2)=[CH:27][N:26]=1, predict the reaction product. The product is: [CH3:23][O:24][C:25]1[N:30]=[C:29]([O:31][CH3:32])[C:28]([C:2]2[N:3]=[C:4]([N:17]3[CH2:22][CH2:21][O:20][CH2:19][CH2:18]3)[C:5]3[S:10][C:9]([CH2:11][N:12]([CH3:16])[C:13](=[O:15])[CH3:14])=[CH:8][C:6]=3[N:7]=2)=[CH:27][N:26]=1. (5) Given the reactants [CH3:1][C:2]1[S:13][C:5]2[CH2:6][N:7]([CH3:12])[CH2:8][CH2:9][CH:10]([OH:11])[C:4]=2[CH:3]=1.[Cl:14][C:15]1[CH:16]=[C:17](F)[CH:18]=[CH:19][C:20]=1[Cl:21], predict the reaction product. The product is: [ClH:14].[Cl:14][C:15]1[CH:16]=[C:17]([O:11][CH:10]2[CH2:9][CH2:8][N:7]([CH3:12])[CH2:6][C:5]3[S:13][C:2]([CH3:1])=[CH:3][C:4]2=3)[CH:18]=[CH:19][C:20]=1[Cl:21].